From a dataset of Reaction yield outcomes from USPTO patents with 853,638 reactions. Predict the reaction yield, written as a fraction of the theoretical maximum amount of product (1.0 means a 100% yield; for example, 0.34 means a 34% yield). The reactants are [F:1][C:2]1[CH:3]=[C:4]([CH2:9][C@H:10]([NH:17]C(=O)OC(C)(C)C)[C:11]([N:13]([O:15][CH3:16])[CH3:14])=[O:12])[CH:5]=[C:6]([F:8])[CH:7]=1.Cl.O1CCOCC1. No catalyst specified. The product is [NH2:17][C@@H:10]([CH2:9][C:4]1[CH:5]=[C:6]([F:8])[CH:7]=[C:2]([F:1])[CH:3]=1)[C:11]([N:13]([O:15][CH3:16])[CH3:14])=[O:12]. The yield is 0.990.